From a dataset of Full USPTO retrosynthesis dataset with 1.9M reactions from patents (1976-2016). Predict the reactants needed to synthesize the given product. (1) Given the product [Cl:17][C:18]1[CH:26]=[CH:25][C:24]([N+:27]([O-:29])=[O:28])=[CH:23][C:19]=1[C:20]([NH:12][C:15]1[CH:16]=[CH:7][C:6]([Cl:8])=[CH:5][C:4]=1[OH:30])=[O:21], predict the reactants needed to synthesize it. The reactants are: NC1[CH:7]=[C:6]([Cl:8])[CH:5]=[CH:4]C=1O.C([N:12]([CH2:15][CH3:16])CC)C.[Cl:17][C:18]1[CH:26]=[CH:25][C:24]([N+:27]([O-:29])=[O:28])=[CH:23][C:19]=1[C:20](Cl)=[O:21].[O:30]1CCCC1. (2) Given the product [F:30][C:29]([F:32])([F:31])[C:26]1[CH:27]=[CH:28][C:23]([NH:19][C:18]2[C:12]3[C:13](=[N:14][C:9]([C:4]4[N:5]=[N:6][CH:7]=[CH:8][C:3]=4[C:2]([F:1])([F:20])[F:21])=[CH:10][N:11]=3)[N:15]=[CH:16][CH:17]=2)=[N:24][CH:25]=1, predict the reactants needed to synthesize it. The reactants are: [F:1][C:2]([F:21])([F:20])[C:3]1[CH:8]=[CH:7][N:6]=[N:5][C:4]=1[C:9]1[N:14]=[C:13]2[N:15]=[CH:16][CH:17]=[C:18]([NH2:19])[C:12]2=[N:11][CH:10]=1.Cl[C:23]1[CH:28]=[CH:27][C:26]([C:29]([F:32])([F:31])[F:30])=[CH:25][N:24]=1.C([O-])([O-])=O.[Cs+].[Cs+].CC1(C)C2C(=C(P(C3C=CC=CC=3)C3C=CC=CC=3)C=CC=2)OC2C(P(C3C=CC=CC=3)C3C=CC=CC=3)=CC=CC1=2. (3) Given the product [CH2:1]1[C:13]2[NH:12][C:11]3[C:6](=[CH:7][CH:8]=[CH:9][CH:10]=3)[C:5]=2[CH2:4][CH2:3][N:2]1[C:14]1[N:19]=[CH:18][C:17]([C:20]([OH:22])=[O:21])=[CH:16][N:15]=1, predict the reactants needed to synthesize it. The reactants are: [CH2:1]1[C:13]2[NH:12][C:11]3[C:6](=[CH:7][CH:8]=[CH:9][CH:10]=3)[C:5]=2[CH2:4][CH2:3][N:2]1[C:14]1[N:19]=[CH:18][C:17]([C:20]([O:22]C)=[O:21])=[CH:16][N:15]=1.[OH-].[Li+].Cl. (4) Given the product [C:44]([S:46][CH2:33][C:34]1[CH:39]=[C:38]([CH2:40][OH:41])[CH:37]=[C:36]([CH2:42][OH:43])[CH:35]=1)(=[O:47])[CH3:45], predict the reactants needed to synthesize it. The reactants are: C1(P(C2C=CC=CC=2)C2C=CC=CC=2)C=CC=CC=1.N(C(OCC)=O)=NC(OCC)=O.O[CH2:33][C:34]1[CH:39]=[C:38]([CH2:40][OH:41])[CH:37]=[C:36]([CH2:42][OH:43])[CH:35]=1.[C:44]([OH:47])(=[S:46])[CH3:45]. (5) The reactants are: C(OC([N:8]1[CH2:13][CH2:12][C:11](=O)[CH:10](Br)[CH2:9]1)=O)(C)(C)C.[C:16]([NH2:24])(=[S:23])[C:17]1[CH:22]=[CH:21][CH:20]=[CH:19][CH:18]=1. Given the product [C:17]1([C:16]2[S:23][C:10]3[CH2:9][NH:8][CH2:13][CH2:12][C:11]=3[N:24]=2)[CH:22]=[CH:21][CH:20]=[CH:19][CH:18]=1, predict the reactants needed to synthesize it. (6) The reactants are: [Cl:1][C:2]1[CH:7]=[C:6]([NH:8][C:9]2[C:10]([CH:26]3[CH2:28][CH2:27]3)=[N:11][C:12]([N:17]3[CH2:22][CH2:21][NH:20][C@H:19]([CH:23]4[CH2:25][CH2:24]4)[CH2:18]3)=[C:13]([CH:16]=2)[C:14]#[N:15])[CH:5]=[CH:4][N:3]=1.[O:29]1[CH2:32][CH2:31][C@@H:30]1[CH2:33][C:34](O)=[O:35].CN(C(ON1N=NC2C=CC=NC1=2)=[N+](C)C)C.F[P-](F)(F)(F)(F)F.CCN(C(C)C)C(C)C. Given the product [Cl:1][C:2]1[CH:7]=[C:6]([NH:8][C:9]2[C:10]([CH:26]3[CH2:27][CH2:28]3)=[N:11][C:12]([N:17]3[CH2:22][CH2:21][N:20]([C:34](=[O:35])[CH2:33][C@H:30]4[CH2:31][CH2:32][O:29]4)[C@H:19]([CH:23]4[CH2:25][CH2:24]4)[CH2:18]3)=[C:13]([CH:16]=2)[C:14]#[N:15])[CH:5]=[CH:4][N:3]=1, predict the reactants needed to synthesize it.